From a dataset of Reaction yield outcomes from USPTO patents with 853,638 reactions. Predict the reaction yield, written as a fraction of the theoretical maximum amount of product (1.0 means a 100% yield; for example, 0.34 means a 34% yield). (1) The reactants are [Cl:1][C:2]1[CH:3]=[N:4][CH:5]=[C:6]([Cl:26])[C:7]=1[CH2:8][C:9]([C:11]1[C:16]2[O:17][C:18]3([O:23][C:15]=2[C:14]([O:24][CH3:25])=[CH:13][CH:12]=1)[CH2:22][CH2:21][CH2:20][CH2:19]3)=[O:10].C1C=C(Cl)C=C(C(OO)=[O:35])C=1. The catalyst is CCOC(C)=O. The product is [Cl:1][C:2]1[CH:3]=[N+:4]([O-:35])[CH:5]=[C:6]([Cl:26])[C:7]=1[CH2:8][C:9]([C:11]1[C:16]2[O:17][C:18]3([O:23][C:15]=2[C:14]([O:24][CH3:25])=[CH:13][CH:12]=1)[CH2:22][CH2:21][CH2:20][CH2:19]3)=[O:10]. The yield is 0.433. (2) The catalyst is O. The yield is 0.480. The reactants are [CH2:1]([N:8]1[C:12]2[CH:13]=[CH:14][CH:15]=[CH:16][C:11]=2[N:10](/C(/C)=C\SC)[C:9]1=[O:22])[C:2]1[CH:7]=[CH:6][CH:5]=[CH:4][CH:3]=1.CO.O.C(S(O)(=O)=O)(F)(F)F. The product is [CH2:1]([N:8]1[C:12]2[CH:13]=[CH:14][CH:15]=[CH:16][C:11]=2[NH:10][C:9]1=[O:22])[C:2]1[CH:3]=[CH:4][CH:5]=[CH:6][CH:7]=1. (3) The reactants are O[C:2]1[C:3](=[O:37])[N:4]([C:26]2[CH:31]=[CH:30][C:29]([C:32]3[CH:36]=[CH:35][S:34][CH:33]=3)=[CH:28][CH:27]=2)[CH:5]([C:18]2[CH:23]=[CH:22][CH:21]=[CH:20][C:19]=2[O:24][CH3:25])[C:6]=1[C:7]([C:9]1([CH3:17])[CH2:14][O:13]C(C)(C)[O:11][CH2:10]1)=O.O.[NH2:39][NH2:40].Cl.CO. The catalyst is C(O)(=O)C. The product is [OH:11][CH2:10][C:9]([C:7]1[C:6]2[CH:5]([C:18]3[CH:23]=[CH:22][CH:21]=[CH:20][C:19]=3[O:24][CH3:25])[N:4]([C:26]3[CH:27]=[CH:28][C:29]([C:32]4[CH:36]=[CH:35][S:34][CH:33]=4)=[CH:30][CH:31]=3)[C:3](=[O:37])[C:2]=2[NH:39][N:40]=1)([CH2:14][OH:13])[CH3:17]. The yield is 0.770. (4) The reactants are C(=O)([O-])[O-].[K+].[K+].[I-:7].[F:8][C:9]1[CH:18]=[CH:17][C:16]([O:19][CH2:20][CH2:21][CH3:22])=[C:15]2[C:10]=1[C:11](=[O:27])[CH:12]=[C:13]([C:23]([F:26])([F:25])[F:24])[NH:14]2.S([O-])([O-])=O.[Na+].[Na+]. The catalyst is C(OCC)(=O)C.CN(C=O)C. The product is [F:8][C:9]1[CH:18]=[CH:17][C:16]([O:19][CH2:20][CH2:21][CH3:22])=[C:15]2[C:10]=1[C:11](=[O:27])[C:12]([I:7])=[C:13]([C:23]([F:25])([F:26])[F:24])[NH:14]2. The yield is 0.550. (5) The reactants are [Cl:1][C:2]([Cl:19])([Cl:18])[CH2:3][O:4][C:5]([C@@H:7]1[CH2:12][CH2:11][CH2:10][N:9]([C:13](=[O:17])[C@@H:14]([NH2:16])[CH3:15])[NH:8]1)=[O:6].[C:20]([O:24][C:25]([N:27]([CH3:35])[C@@H:28]([CH:32]([CH3:34])[CH3:33])[C:29](O)=[O:30])=[O:26])([CH3:23])([CH3:22])[CH3:21].C(N(CC)C(C)C)(C)C.C[NH3+].F[P-](F)(F)(F)(F)F.N1(OC(N(C)C)=[N+](C)C)C2N=CC=CC=2N=N1.F[P-](F)(F)(F)(F)F. The catalyst is C(#N)C. The product is [Cl:19][C:2]([Cl:1])([Cl:18])[CH2:3][O:4][C:5]([C@@H:7]1[CH2:12][CH2:11][CH2:10][N:9]([C:13](=[O:17])[C@@H:14]([NH:16][C:29](=[O:30])[C@@H:28]([N:27]([C:25]([O:24][C:20]([CH3:21])([CH3:23])[CH3:22])=[O:26])[CH3:35])[CH:32]([CH3:34])[CH3:33])[CH3:15])[NH:8]1)=[O:6]. The yield is 0.550. (6) The reactants are [CH2:1]([O:8][C:9]([NH:11][CH:12]1[CH2:14][C:13]1([O:20][Si](C(C)(C)C)(C)C)[C:15]([O:17][CH2:18][CH3:19])=[O:16])=[O:10])[C:2]1[CH:7]=[CH:6][CH:5]=[CH:4][CH:3]=1.N1C=CC=CC=1. The catalyst is C1COCC1.CCOCC. The product is [CH2:1]([O:8][C:9]([NH:11][CH:12]1[CH2:14][C:13]1([OH:20])[C:15]([O:17][CH2:18][CH3:19])=[O:16])=[O:10])[C:2]1[CH:3]=[CH:4][CH:5]=[CH:6][CH:7]=1. The yield is 0.930. (7) The reactants are [CH3:1]N(C)C=O.C(N(CC)[CH:10]([CH3:12])[CH3:11])(C)C.Cl.N1(C(N)=N)C=CC=N1.C([N:28]([C:32](=[NH:38])[N:33]1[CH:37]=[CH:36][CH:35]=[N:34]1)[C:29](=[O:31])[OH:30])(C)(C)C.[C:39](O[C:39]([O:41][C:42]([CH3:45])([CH3:44])[CH3:43])=[O:40])([O:41][C:42]([CH3:45])([CH3:44])[CH3:43])=[O:40]. The catalyst is O. The product is [C:42]([O:41][C:39](=[O:40])[NH:38][C:32](=[N:28][C:29]([O:30][C:10]([CH3:11])([CH3:12])[CH3:1])=[O:31])[N:33]1[CH:37]=[CH:36][CH:35]=[N:34]1)([CH3:45])([CH3:44])[CH3:43]. The yield is 0.839. (8) The reactants are Cl.Cl.[CH3:3][C:4]1[C:16]([C:17]2[S:18][C:19]([C:28]3[N:32]=[CH:31][NH:30][N:29]=3)=[C:20]([C:22]3[CH:27]=[CH:26][CH:25]=[CH:24][CH:23]=3)[N:21]=2)=[C:7]2[CH:8]=[C:9]([O:12][CH2:13][CH2:14][NH2:15])[CH:10]=[CH:11][N:6]2[N:5]=1.[C:33](OC(=O)C)(=[O:35])[CH3:34].C(=O)(O)[O-].[Na+].CCOC(C)=O. The catalyst is C1COCC1. The product is [CH3:3][C:4]1[C:16]([C:17]2[S:18][C:19]([C:28]3[N:32]=[CH:31][NH:30][N:29]=3)=[C:20]([C:22]3[CH:27]=[CH:26][CH:25]=[CH:24][CH:23]=3)[N:21]=2)=[C:7]2[CH:8]=[C:9]([O:12][CH2:13][CH2:14][NH:15][C:33](=[O:35])[CH3:34])[CH:10]=[CH:11][N:6]2[N:5]=1. The yield is 0.350. (9) The reactants are [BH4-].[Na+].[C:3]([N:6]1[CH2:11][CH2:10][N:9]([CH:12]2[CH2:17][CH2:16][N:15]([C:18]3[CH:23]=[CH:22][C:21]([N+:24]([O-])=O)=[C:20]([O:27][CH3:28])[CH:19]=3)[CH2:14][CH2:13]2)[CH2:8][CH2:7]1)(=[O:5])[CH3:4].CO. The catalyst is O.O.O.O.O.O.[Ni](Cl)Cl.C1COCC1. The product is [C:3]([N:6]1[CH2:7][CH2:8][N:9]([CH:12]2[CH2:17][CH2:16][N:15]([C:18]3[CH:23]=[CH:22][C:21]([NH2:24])=[C:20]([O:27][CH3:28])[CH:19]=3)[CH2:14][CH2:13]2)[CH2:10][CH2:11]1)(=[O:5])[CH3:4]. The yield is 0.760.